Task: Predict the reaction yield, written as a fraction of the theoretical maximum amount of product (1.0 means a 100% yield; for example, 0.34 means a 34% yield).. Dataset: Reaction yield outcomes from USPTO patents with 853,638 reactions (1) The reactants are [CH2:1]([O:4][C:5](=[O:24])[NH:6][C:7]1[CH:12]=[C:11]([C:13](=O)[CH2:14][C:15]2[CH:20]=[CH:19][N:18]=[C:17]([Cl:21])[N:16]=2)[CH:10]=[CH:9][C:8]=1[F:23])[CH:2]=[CH2:3].C1C(=O)N(Br)C(=O)C1.[CH3:33][C:34]([CH3:39])([CH3:38])[C:35](=[S:37])[NH2:36]. The catalyst is O. The product is [CH2:1]([O:4][C:5](=[O:24])[NH:6][C:7]1[CH:12]=[C:11]([C:13]2[N:36]=[C:35]([C:34]([CH3:39])([CH3:38])[CH3:33])[S:37][C:14]=2[C:15]2[CH:20]=[CH:19][N:18]=[C:17]([Cl:21])[N:16]=2)[CH:10]=[CH:9][C:8]=1[F:23])[CH:2]=[CH2:3]. The yield is 0.805. (2) The reactants are [OH:1][C@H:2]([C:29]1[CH:34]=[CH:33][C:32]([O:35][CH3:36])=[CH:31][CH:30]=1)[C@H:3]([NH:14][C:15](=[O:28])[C@@H:16]([NH:18][C:19](=[O:27])[CH2:20][N:21]1[CH2:26][CH2:25][O:24][CH2:23][CH2:22]1)[CH3:17])[C:4]([O:6]CC1C=CC=CC=1)=[O:5]. The catalyst is C1COCC1.[Pd]. The product is [OH:1][C@H:2]([C:29]1[CH:30]=[CH:31][C:32]([O:35][CH3:36])=[CH:33][CH:34]=1)[C@H:3]([NH:14][C:15](=[O:28])[C@@H:16]([NH:18][C:19](=[O:27])[CH2:20][N:21]1[CH2:26][CH2:25][O:24][CH2:23][CH2:22]1)[CH3:17])[C:4]([OH:6])=[O:5]. The yield is 0.780. (3) The product is [CH3:25][C:26]1([NH:29][C:19](=[O:21])[C:18]2[CH:22]=[CH:23][C:15]([O:14][CH2:13][C:3]3[C:4]([C:7]4[CH:8]=[CH:9][CH:10]=[CH:11][CH:12]=4)=[N:5][O:6][C:2]=3[CH3:1])=[N:16][CH:17]=2)[CH2:28][CH2:27]1. The reactants are [CH3:1][C:2]1[O:6][N:5]=[C:4]([C:7]2[CH:12]=[CH:11][CH:10]=[CH:9][CH:8]=2)[C:3]=1[CH2:13][O:14][C:15]1[CH:23]=[CH:22][C:18]([C:19]([OH:21])=O)=[CH:17][N:16]=1.Cl.[CH3:25][C:26]1([NH2:29])[CH2:28][CH2:27]1. The yield is 0.830. No catalyst specified. (4) The reactants are CCN(C(C)C)C(C)C.[Li]CCCC.CN(P(N(C)C)(N(C)C)=O)C.[O:26]1[CH2:30][CH2:29][CH2:28][CH:27]1[C:31]([O:33][CH3:34])=[O:32].[CH:35]1[CH:40]=[CH:39][CH:38]=[CH:37][CH:36]=1.C1[CH2:45][O:44][CH2:43]C1. The catalyst is CCOC(C)=O. The product is [CH2:43]([O:44][CH2:45][C:27]1([C:31]([O:33][CH3:34])=[O:32])[CH2:28][CH2:29][CH2:30][O:26]1)[C:35]1[CH:40]=[CH:39][CH:38]=[CH:37][CH:36]=1. The yield is 0.550.